From a dataset of hERG Central: cardiac toxicity at 1µM, 10µM, and general inhibition. Predict hERG channel inhibition at various concentrations. (1) The compound is O=C(NCCc1ccc(Cl)cc1)C1CCN(S(=O)(=O)c2cccs2)CC1. Results: hERG_inhib (hERG inhibition (general)): blocker. (2) The drug is CCCCC(c1nnnn1C1CCCC1)N1CCN(C2CCCCC2)CC1. Results: hERG_inhib (hERG inhibition (general)): blocker. (3) The compound is COc1ccc(C2CN(C)CC2C(=O)c2ccc(F)cc2)cc1Cl. Results: hERG_inhib (hERG inhibition (general)): blocker. (4) The drug is CN1CCN(c2ccccc2NC(=O)c2cccc(OCc3ccccc3)c2)CC1. Results: hERG_inhib (hERG inhibition (general)): blocker. (5) The drug is CN(CC(=O)OCC(=O)c1c(N)n(C)c(=O)n(C)c1=O)S(=O)(=O)c1ccc(Cl)cc1. Results: hERG_inhib (hERG inhibition (general)): blocker. (6) The drug is CC(NC(=O)c1cccs1)C(c1cccs1)N1CCN(Cc2ccccc2)CC1. Results: hERG_inhib (hERG inhibition (general)): blocker. (7) The drug is CCc1ccc(CN2CCC(Oc3ccc(C(=O)N4CCCCC4)cc3)CC2)cc1. Results: hERG_inhib (hERG inhibition (general)): blocker.